Task: Regression. Given two drug SMILES strings and cell line genomic features, predict the synergy score measuring deviation from expected non-interaction effect.. Dataset: NCI-60 drug combinations with 297,098 pairs across 59 cell lines (1) Drug 1: C1=CC=C(C=C1)NC(=O)CCCCCCC(=O)NO. Drug 2: CN(CCCl)CCCl.Cl. Cell line: HL-60(TB). Synergy scores: CSS=25.4, Synergy_ZIP=3.00, Synergy_Bliss=8.30, Synergy_Loewe=-13.8, Synergy_HSA=0.0956. (2) Drug 1: C1=CC(=CC=C1CCC2=CNC3=C2C(=O)NC(=N3)N)C(=O)NC(CCC(=O)O)C(=O)O. Drug 2: C1=CC(=CC=C1CC(C(=O)O)N)N(CCCl)CCCl.Cl. Cell line: IGROV1. Synergy scores: CSS=31.2, Synergy_ZIP=1.82, Synergy_Bliss=1.98, Synergy_Loewe=-18.7, Synergy_HSA=5.86. (3) Drug 1: C1=CC=C(C=C1)NC(=O)CCCCCCC(=O)NO. Drug 2: CN(C(=O)NC(C=O)C(C(C(CO)O)O)O)N=O. Cell line: HCC-2998. Synergy scores: CSS=12.5, Synergy_ZIP=3.95, Synergy_Bliss=4.19, Synergy_Loewe=-12.3, Synergy_HSA=0.899. (4) Drug 1: C1=NC2=C(N1)C(=S)N=CN2. Drug 2: N.N.Cl[Pt+2]Cl. Cell line: KM12. Synergy scores: CSS=34.3, Synergy_ZIP=-8.08, Synergy_Bliss=-2.05, Synergy_Loewe=-10.3, Synergy_HSA=-0.657. (5) Drug 1: CC1=CC=C(C=C1)C2=CC(=NN2C3=CC=C(C=C3)S(=O)(=O)N)C(F)(F)F. Drug 2: CN(CCCl)CCCl.Cl. Cell line: SF-295. Synergy scores: CSS=19.0, Synergy_ZIP=-7.54, Synergy_Bliss=-11.8, Synergy_Loewe=-7.76, Synergy_HSA=-8.20. (6) Drug 1: C1=C(C(=O)NC(=O)N1)F. Drug 2: COC1=C2C(=CC3=C1OC=C3)C=CC(=O)O2. Cell line: IGROV1. Synergy scores: CSS=37.4, Synergy_ZIP=7.91, Synergy_Bliss=9.74, Synergy_Loewe=7.32, Synergy_HSA=9.43.